Dataset: NCI-60 drug combinations with 297,098 pairs across 59 cell lines. Task: Regression. Given two drug SMILES strings and cell line genomic features, predict the synergy score measuring deviation from expected non-interaction effect. (1) Drug 1: C1CN1C2=NC(=NC(=N2)N3CC3)N4CC4. Drug 2: C1=CC(=C2C(=C1NCCNCCO)C(=O)C3=C(C=CC(=C3C2=O)O)O)NCCNCCO. Cell line: MALME-3M. Synergy scores: CSS=24.2, Synergy_ZIP=-6.43, Synergy_Bliss=1.28, Synergy_Loewe=2.91, Synergy_HSA=5.00. (2) Drug 1: CC12CCC3C(C1CCC2O)C(CC4=C3C=CC(=C4)O)CCCCCCCCCS(=O)CCCC(C(F)(F)F)(F)F. Cell line: MOLT-4. Synergy scores: CSS=-9.05, Synergy_ZIP=5.36, Synergy_Bliss=-0.597, Synergy_Loewe=-9.70, Synergy_HSA=-10.3. Drug 2: C(CN)CNCCSP(=O)(O)O. (3) Drug 1: C1=CC=C(C(=C1)C(C2=CC=C(C=C2)Cl)C(Cl)Cl)Cl. Drug 2: COC1=C2C(=CC3=C1OC=C3)C=CC(=O)O2. Cell line: NCI/ADR-RES. Synergy scores: CSS=0.883, Synergy_ZIP=0.524, Synergy_Bliss=1.61, Synergy_Loewe=-1.78, Synergy_HSA=-1.03. (4) Drug 1: C(CC(=O)O)C(=O)CN.Cl. Drug 2: CN(C(=O)NC(C=O)C(C(C(CO)O)O)O)N=O. Cell line: U251. Synergy scores: CSS=5.12, Synergy_ZIP=-4.06, Synergy_Bliss=-2.76, Synergy_Loewe=-2.03, Synergy_HSA=-1.53. (5) Drug 1: C1=NC2=C(N=C(N=C2N1C3C(C(C(O3)CO)O)O)F)N. Drug 2: CCC(=C(C1=CC=CC=C1)C2=CC=C(C=C2)OCCN(C)C)C3=CC=CC=C3.C(C(=O)O)C(CC(=O)O)(C(=O)O)O. Cell line: PC-3. Synergy scores: CSS=8.18, Synergy_ZIP=-3.25, Synergy_Bliss=4.58, Synergy_Loewe=3.48, Synergy_HSA=4.58. (6) Drug 1: CC1OCC2C(O1)C(C(C(O2)OC3C4COC(=O)C4C(C5=CC6=C(C=C35)OCO6)C7=CC(=C(C(=C7)OC)O)OC)O)O. Drug 2: CC1=CC2C(CCC3(C2CCC3(C(=O)C)OC(=O)C)C)C4(C1=CC(=O)CC4)C. Cell line: HCT116. Synergy scores: CSS=56.5, Synergy_ZIP=7.81, Synergy_Bliss=5.14, Synergy_Loewe=-30.4, Synergy_HSA=6.65. (7) Drug 1: COC1=C(C=C2C(=C1)N=CN=C2NC3=CC(=C(C=C3)F)Cl)OCCCN4CCOCC4. Drug 2: CC12CCC3C(C1CCC2O)C(CC4=C3C=CC(=C4)O)CCCCCCCCCS(=O)CCCC(C(F)(F)F)(F)F. Cell line: SF-539. Synergy scores: CSS=6.52, Synergy_ZIP=-3.39, Synergy_Bliss=-2.82, Synergy_Loewe=-1.77, Synergy_HSA=-1.58. (8) Drug 1: CN(C)N=NC1=C(NC=N1)C(=O)N. Drug 2: CS(=O)(=O)OCCCCOS(=O)(=O)C. Cell line: SK-MEL-5. Synergy scores: CSS=7.91, Synergy_ZIP=-2.20, Synergy_Bliss=5.67, Synergy_Loewe=-3.93, Synergy_HSA=1.82. (9) Drug 1: CN1C2=C(C=C(C=C2)N(CCCl)CCCl)N=C1CCCC(=O)O.Cl. Drug 2: C1C(C(OC1N2C=NC(=NC2=O)N)CO)O. Cell line: NCIH23. Synergy scores: CSS=8.50, Synergy_ZIP=-4.07, Synergy_Bliss=-0.886, Synergy_Loewe=-6.08, Synergy_HSA=-1.19. (10) Drug 1: CNC(=O)C1=CC=CC=C1SC2=CC3=C(C=C2)C(=NN3)C=CC4=CC=CC=N4. Drug 2: CS(=O)(=O)CCNCC1=CC=C(O1)C2=CC3=C(C=C2)N=CN=C3NC4=CC(=C(C=C4)OCC5=CC(=CC=C5)F)Cl. Cell line: RPMI-8226. Synergy scores: CSS=-3.08, Synergy_ZIP=7.04, Synergy_Bliss=11.0, Synergy_Loewe=0.357, Synergy_HSA=0.288.